From a dataset of Catalyst prediction with 721,799 reactions and 888 catalyst types from USPTO. Predict which catalyst facilitates the given reaction. (1) Reactant: [NH2:1][C:2]1[C:7]([OH:8])=[CH:6][CH:5]=[CH:4][C:3]=1[OH:9].Cl[CH2:11][C:12](Cl)=[O:13].C([O-])([O-])=O.[K+].[K+]. Product: [OH:8][C:7]1[C:2]2[NH:1][C:12](=[O:13])[CH2:11][O:9][C:3]=2[CH:4]=[CH:5][CH:6]=1. The catalyst class is: 18. (2) Reactant: [CH3:1]C1C=C(C2N=C3N(CC4CCOCC4)C(=O)NC3=NC=2)C=CC=1C1N=CNN=1.C[C:31]1[CH:32]=[C:33]([C:48]2[N:53]=[C:52]3[N:54]([CH2:58][CH2:59][CH:60]4[CH2:65][CH2:64][O:63][CH2:62][CH2:61]4)[C:55](=[O:57])[NH:56][C:51]3=[N:50][CH:49]=2)[CH:34]=[CH:35][C:36]=1[C:37]1[N:41]=[CH:40][N:39](C2CCCCO2)[N:38]=1.Cl. Product: [CH3:1][C:32]1[CH:31]=[C:36]([C:37]2[N:41]=[CH:40][NH:39][N:38]=2)[CH:35]=[CH:34][C:33]=1[C:48]1[N:53]=[C:52]2[N:54]([CH2:58][CH2:59][CH:60]3[CH2:65][CH2:64][O:63][CH2:62][CH2:61]3)[C:55](=[O:57])[NH:56][C:51]2=[N:50][CH:49]=1. The catalyst class is: 12.